This data is from Forward reaction prediction with 1.9M reactions from USPTO patents (1976-2016). The task is: Predict the product of the given reaction. (1) Given the reactants C([O:5][C:6](=[O:18])[CH2:7][CH2:8][C:9]1[CH:10]=[C:11]([C:14]([O:16][CH3:17])=[O:15])[NH:12][CH:13]=1)(C)(C)C.Cl, predict the reaction product. The product is: [CH3:17][O:16][C:14]([C:11]1[NH:12][CH:13]=[C:9]([CH2:8][CH2:7][C:6]([OH:18])=[O:5])[CH:10]=1)=[O:15]. (2) Given the reactants F[C:2]1C=[CH:6][CH:5]=[CH:4][C:3]=1[N:8]1[C:12]2=[N:13][C:14]([CH3:18])=[N:15][C:16]([NH2:17])=[C:11]2[CH:10]=[N:9]1.CC1N=C2NN=CC2=C(N)[N:21]=1.IC1C=NC=CC=1, predict the reaction product. The product is: [CH3:18][C:14]1[N:13]=[C:12]2[N:8]([C:3]3[CH:2]=[N:21][CH:6]=[CH:5][CH:4]=3)[N:9]=[CH:10][C:11]2=[C:16]([NH2:17])[N:15]=1. (3) Given the reactants [Br-].[OH:2][CH2:3][CH2:4][N+:5]1[CH:9]=[CH:8][N:7]([CH3:10])[CH:6]=1.[Li+].[C:12]([S:16]([N-:19][S:20]([C:23]([F:26])([F:25])[F:24])(=[O:22])=[O:21])(=[O:18])=[O:17])([F:15])([F:14])[F:13], predict the reaction product. The product is: [F:26][C:23]([F:24])([F:25])[S:20]([N-:19][S:16]([C:12]([F:13])([F:14])[F:15])(=[O:17])=[O:18])(=[O:21])=[O:22].[OH:2][CH2:3][CH2:4][N+:5]1[CH:9]=[CH:8][N:7]([CH3:10])[CH:6]=1. (4) Given the reactants [CH2:1]([O:3][C:4]([C:6]1([C:9]2[CH:14]=[CH:13][C:12]([C:15]3[CH:20]=[CH:19][C:18]([C:21]4[S:22][C:23]([Cl:29])=[CH:24][C:25]=4C(=O)N)=[CH:17][CH:16]=3)=[CH:11][CH:10]=2)[CH2:8][CH2:7]1)=[O:5])[CH3:2].[F:30][C:31]1[CH:36]=[CH:35][C:34]([C@H:37]([OH:39])[CH3:38])=[CH:33][CH:32]=1.[N:40]1[CH:45]=CC=CC=1.FC(F)(F)C(OI(C1C=CC=CC=1)OC(=O)C(F)(F)F)=[O:49], predict the reaction product. The product is: [CH2:1]([O:3][C:4]([C:6]1([C:9]2[CH:10]=[CH:11][C:12]([C:15]3[CH:16]=[CH:17][C:18]([C:21]4[S:22][C:23]([Cl:29])=[CH:24][C:25]=4[NH:40][C:45]([O:39][C@@H:37]([C:34]4[CH:35]=[CH:36][C:31]([F:30])=[CH:32][CH:33]=4)[CH3:38])=[O:49])=[CH:19][CH:20]=3)=[CH:13][CH:14]=2)[CH2:8][CH2:7]1)=[O:5])[CH3:2]. (5) Given the reactants Cl[C:2]1[C:11]2[C:6](=[C:7]([Cl:12])[CH:8]=[CH:9][CH:10]=2)[C:5]([O:13][C:14]2[CH:15]=[CH:16][C:17]([F:24])=[C:18]([CH:23]=2)[C:19]([O:21][CH3:22])=[O:20])=[N:4][N:3]=1.C(O)(=[O:27])C.C([O-])(=O)C.[Na+], predict the reaction product. The product is: [Cl:12][C:7]1[CH:8]=[CH:9][CH:10]=[C:11]2[C:6]=1[C:5]([O:13][C:14]1[CH:15]=[CH:16][C:17]([F:24])=[C:18]([CH:23]=1)[C:19]([O:21][CH3:22])=[O:20])=[N:4][NH:3][C:2]2=[O:27]. (6) Given the reactants [CH2:1]([O:5][C:6]1[CH:11]=[CH:10][C:9]([OH:12])=[CH:8][CH:7]=1)[CH2:2][CH2:3][CH3:4].[CH3:13][N:14]([C:18]1[CH:23]=[CH:22][CH:21]=[CH:20][CH:19]=1)[C:15](Cl)=[O:16], predict the reaction product. The product is: [CH2:1]([O:5][C:6]1[CH:7]=[CH:8][C:9]([O:12][C:15](=[O:16])[N:14]([CH3:13])[C:18]2[CH:23]=[CH:22][CH:21]=[CH:20][CH:19]=2)=[CH:10][CH:11]=1)[CH2:2][CH2:3][CH3:4]. (7) Given the reactants [Br:1][C:2]1[CH:3]=[C:4]2[C:8](=[CH:9][CH:10]=1)[NH:7][CH2:6][CH2:5]2.[CH3:11][C:12]([O:15][C:16](O[C:16]([O:15][C:12]([CH3:14])([CH3:13])[CH3:11])=[O:17])=[O:17])([CH3:14])[CH3:13], predict the reaction product. The product is: [C:12]([O:15][C:16]([N:7]1[C:8]2[C:4](=[CH:3][C:2]([Br:1])=[CH:10][CH:9]=2)[CH2:5][CH2:6]1)=[O:17])([CH3:14])([CH3:13])[CH3:11].